Dataset: Forward reaction prediction with 1.9M reactions from USPTO patents (1976-2016). Task: Predict the product of the given reaction. (1) Given the reactants [C:1]([O:5][C:6](=[O:24])[N:7]([CH:9]1[CH2:13][CH2:12][N:11]([C:14]2[CH:15]=[CH:16][C:17]3[N:18]([C:20](Br)=[CH:21][N:22]=3)[N:19]=2)[CH2:10]1)[CH3:8])([CH3:4])([CH3:3])[CH3:2].[N:25]1[CH:30]=[CH:29][C:28](B(O)O)=[CH:27][CH:26]=1.C([O-])([O-])=O.[K+].[K+], predict the reaction product. The product is: [C:1]([O:5][C:6](=[O:24])[N:7]([CH3:8])[CH:9]1[CH2:13][CH2:12][N:11]([C:14]2[CH:15]=[CH:16][C:17]3[N:18]([C:20]([C:28]4[CH:29]=[CH:30][N:25]=[CH:26][CH:27]=4)=[CH:21][N:22]=3)[N:19]=2)[CH2:10]1)([CH3:4])([CH3:3])[CH3:2]. (2) Given the reactants [F:1][C:2]([F:18])([C:9]([F:17])([F:16])[C:10]([F:15])([F:14])[CH:11]([F:13])[F:12])[CH2:3][CH:4]([C:7]#[N:8])[C:5]#[N:6].I[CH2:20][CH2:21][C:22]([F:31])([F:30])[C:23]([F:29])([F:28])[C:24]([F:27])([F:26])[F:25].C(=O)([O-])[O-].[K+].[K+].Cl, predict the reaction product. The product is: [F:30][C:22]([F:31])([C:23]([F:28])([F:29])[C:24]([F:25])([F:26])[F:27])[CH2:21][CH2:20][C:4]([CH2:3][C:2]([F:18])([F:1])[C:9]([F:16])([F:17])[C:10]([F:14])([F:15])[CH:11]([F:13])[F:12])([C:7]#[N:8])[C:5]#[N:6]. (3) Given the reactants [CH:1]1([NH:4][C:5](=[N:15][OH:16])[C:6]2[CH:11]=[CH:10][C:9]([CH3:12])=[C:8]([I:13])[C:7]=2F)[CH2:3][CH2:2]1, predict the reaction product. The product is: [CH:1]1([NH:4][C:5]2[C:6]3[CH:11]=[CH:10][C:9]([CH3:12])=[C:8]([I:13])[C:7]=3[O:16][N:15]=2)[CH2:3][CH2:2]1. (4) Given the reactants N.[OH:2][C@@H:3]1[CH2:8][CH2:7][C@H:6]([C:9]#[N:10])[CH2:5][CH2:4]1, predict the reaction product. The product is: [NH2:10][CH2:9][C@@H:6]1[CH2:7][CH2:8][C@H:3]([OH:2])[CH2:4][CH2:5]1.